Task: Predict the reactants needed to synthesize the given product.. Dataset: Full USPTO retrosynthesis dataset with 1.9M reactions from patents (1976-2016) The reactants are: [CH3:1][N:2]([CH3:5])[CH2:3][CH3:4].[F:6][C:7]([F:13])([F:12])[S:8]([OH:11])(=[O:10])=[O:9]. Given the product [F:6][C:7]([F:13])([F:12])[S:8]([O-:11])(=[O:10])=[O:9].[CH3:1][NH+:2]([CH3:5])[CH2:3][CH3:4], predict the reactants needed to synthesize it.